Dataset: Reaction yield outcomes from USPTO patents with 853,638 reactions. Task: Predict the reaction yield, written as a fraction of the theoretical maximum amount of product (1.0 means a 100% yield; for example, 0.34 means a 34% yield). The reactants are [S:1]1[CH:5]=[CH:4][CH:3]=[C:2]1[C:6](Cl)=[O:7].C(N(CC)CC)C.[CH3:16][O:17][CH2:18][CH2:19][NH2:20].O. The catalyst is ClCCl. The product is [CH3:16][O:17][CH2:18][CH2:19][NH:20][C:6]([C:2]1[S:1][CH:5]=[CH:4][CH:3]=1)=[O:7]. The yield is 0.930.